This data is from Merck oncology drug combination screen with 23,052 pairs across 39 cell lines. The task is: Regression. Given two drug SMILES strings and cell line genomic features, predict the synergy score measuring deviation from expected non-interaction effect. (1) Drug 1: Cc1nc(Nc2ncc(C(=O)Nc3c(C)cccc3Cl)s2)cc(N2CCN(CCO)CC2)n1. Drug 2: CC1(c2nc3c(C(N)=O)cccc3[nH]2)CCCN1. Cell line: A375. Synergy scores: synergy=4.73. (2) Drug 1: NC1(c2ccc(-c3nc4ccn5c(=O)[nH]nc5c4cc3-c3ccccc3)cc2)CCC1. Drug 2: CCc1cnn2c(NCc3ccc[n+]([O-])c3)cc(N3CCCCC3CCO)nc12. Cell line: SKMEL30. Synergy scores: synergy=3.93. (3) Drug 1: O=S1(=O)NC2(CN1CC(F)(F)F)C1CCC2Cc2cc(C=CCN3CCC(C(F)(F)F)CC3)ccc2C1. Drug 2: Cn1nnc2c(C(N)=O)ncn2c1=O. Cell line: SKOV3. Synergy scores: synergy=-1.12. (4) Drug 1: CN(C)C(=N)N=C(N)N. Drug 2: C=CCn1c(=O)c2cnc(Nc3ccc(N4CCN(C)CC4)cc3)nc2n1-c1cccc(C(C)(C)O)n1. Cell line: A2780. Synergy scores: synergy=9.36.